Predict the reactants needed to synthesize the given product. From a dataset of Full USPTO retrosynthesis dataset with 1.9M reactions from patents (1976-2016). Given the product [CH3:1][C:2]1([C:5]2[NH:6][C:7]3[C:12]([CH:13]=2)=[CH:11][C:10]([NH2:14])=[CH:9][CH:8]=3)[CH2:4][CH2:3]1, predict the reactants needed to synthesize it. The reactants are: [CH3:1][C:2]1([C:5]2[NH:6][C:7]3[C:12]([CH:13]=2)=[CH:11][C:10]([N+:14]([O-])=O)=[CH:9][CH:8]=3)[CH2:4][CH2:3]1.